Task: Predict the product of the given reaction.. Dataset: Forward reaction prediction with 1.9M reactions from USPTO patents (1976-2016) (1) Given the reactants [CH3:1][C:2]1[O:6][C:5]([C:7]2[CH:12]=[CH:11][CH:10]=[CH:9][CH:8]=2)=[N:4][C:3]=1[CH2:13][CH2:14][OH:15].[CH3:16][S:17](Cl)(=[O:19])=[O:18].C(N(CC)CC)C.Cl, predict the reaction product. The product is: [CH3:16][S:17]([O:15][CH2:14][CH2:13][C:3]1[N:4]=[C:5]([C:7]2[CH:12]=[CH:11][CH:10]=[CH:9][CH:8]=2)[O:6][C:2]=1[CH3:1])(=[O:19])=[O:18]. (2) Given the reactants Cl.[CH3:2][CH:3]1[CH2:7][CH2:6][CH2:5][CH:4]1[NH2:8].[CH3:9][S:10](Cl)(=[O:12])=[O:11], predict the reaction product. The product is: [CH3:2][CH:3]1[CH2:7][CH2:6][CH2:5][CH:4]1[NH:8][S:10]([CH3:9])(=[O:12])=[O:11].